From a dataset of Full USPTO retrosynthesis dataset with 1.9M reactions from patents (1976-2016). Predict the reactants needed to synthesize the given product. Given the product [C:24]([O:23][C:21](=[O:22])[NH:28][CH2:29][C:30]#[C:31][C:13]1[CH:12]=[N:11][C:7]2[NH:8][CH2:9][CH2:10][N:5]([CH2:4][C:3]3[C:2]([Cl:1])=[CH:19][CH:18]=[CH:17][C:16]=3[Cl:20])[C:6]=2[CH:14]=1)([CH3:27])([CH3:26])[CH3:25], predict the reactants needed to synthesize it. The reactants are: [Cl:1][C:2]1[CH:19]=[CH:18][CH:17]=[C:16]([Cl:20])[C:3]=1[CH2:4][N:5]1[CH2:10][CH2:9][NH:8][C:7]2[N:11]=[CH:12][C:13](I)=[CH:14][C:6]1=2.[C:21]([NH:28][CH2:29][C:30]#[CH:31])([O:23][C:24]([CH3:27])([CH3:26])[CH3:25])=[O:22].